From a dataset of Peptide-MHC class II binding affinity with 134,281 pairs from IEDB. Regression. Given a peptide amino acid sequence and an MHC pseudo amino acid sequence, predict their binding affinity value. This is MHC class II binding data. (1) The peptide sequence is FNILTGKKITAHLKR. The MHC is DRB1_1301 with pseudo-sequence DRB1_1301. The binding affinity (normalized) is 0.851. (2) The peptide sequence is HSLDKWLGHPDKF. The MHC is H-2-IAs with pseudo-sequence H-2-IAs. The binding affinity (normalized) is 0.138. (3) The peptide sequence is LALVGFLGGLITGIS. The MHC is DRB1_0101 with pseudo-sequence DRB1_0101. The binding affinity (normalized) is 0.565.